This data is from Cav3 T-type calcium channel HTS with 100,875 compounds. The task is: Binary Classification. Given a drug SMILES string, predict its activity (active/inactive) in a high-throughput screening assay against a specified biological target. (1) The molecule is O(c1cc2CCn3c(c2cc1OC)cc(nc3=O)NCC)C. The result is 0 (inactive). (2) The compound is Clc1cc(Nc2nc(nc(n2)N)C(F)(F)F)c(OC)cc1. The result is 0 (inactive). (3) The drug is o1[nH]c2c(NC(=O)C)c(=O)cc(OC)c2n1. The result is 0 (inactive). (4) The compound is S(=O)(=O)(NCc1occc1)c1cc2c(N(C(=O)C3CCC3)CC2)cc1. The result is 0 (inactive). (5) The compound is n12nnnc2c2c(C1)cccc2. The result is 0 (inactive). (6) The drug is Clc1c(N(S(=O)(=O)C)CC(=O)N\N=C\c2sccc2)cccc1Cl. The result is 0 (inactive). (7) The compound is S1C(C(NC1C(NC(=O)COc1ccccc1)C(=O)NCc1ccsc1)C(OC)=O)(C)C. The result is 0 (inactive). (8) The compound is O=c1n(CCc2[nH]cnc2)cnc2c1[nH]c1c2cc(cc1)C. The result is 0 (inactive).